This data is from Full USPTO retrosynthesis dataset with 1.9M reactions from patents (1976-2016). The task is: Predict the reactants needed to synthesize the given product. (1) Given the product [NH2:1][C:2]1[C:11]2[N:10]=[C:9]([C:12]3[CH:13]=[CH:14][C:15]([C:18]45[CH2:23][CH2:22][C:21]([CH2:26][C:27]([OH:29])=[O:28])([CH2:20][CH2:19]4)[CH2:24][CH2:25]5)=[CH:16][CH:17]=3)[C:8]([CH3:32])([CH3:31])[O:7][C:6]=2[N:5]=[CH:4][N:3]=1, predict the reactants needed to synthesize it. The reactants are: [NH2:1][C:2]1[C:11]2[N:10]=[C:9]([C:12]3[CH:17]=[CH:16][C:15]([C:18]45[CH2:25][CH2:24][C:21]([CH2:26][C:27]([O:29]C)=[O:28])([CH2:22][CH2:23]4)[CH2:20][CH2:19]5)=[CH:14][CH:13]=3)[C:8]([CH3:32])([CH3:31])[O:7][C:6]=2[N:5]=[CH:4][N:3]=1.[OH-].[Na+]. (2) Given the product [N+:35]([C:26]1[CH:27]=[C:28]([C:31]([F:32])([F:33])[F:34])[CH:29]=[CH:30][C:25]=1[N:1]1[C:9]2[C:4](=[CH:5][CH:6]=[CH:7][CH:8]=2)[CH2:3][CH2:2]1)([O-:37])=[O:36], predict the reactants needed to synthesize it. The reactants are: [NH:1]1[C:9]2[C:4](=[CH:5][CH:6]=[CH:7][CH:8]=2)[CH2:3][CH2:2]1.C(N(CC)C(C)C)(C)C.CN(C)C=O.F[C:25]1[CH:30]=[CH:29][C:28]([C:31]([F:34])([F:33])[F:32])=[CH:27][C:26]=1[N+:35]([O-:37])=[O:36]. (3) Given the product [ClH:16].[NH2:8][C:9]1([CH2:14][OH:15])[CH2:13][CH2:12][O:11][CH2:10]1, predict the reactants needed to synthesize it. The reactants are: C(OC([NH:8][C:9]1([CH2:14][OH:15])[CH2:13][CH2:12][O:11][CH2:10]1)=O)(C)(C)C.[ClH:16].O1CCOCC1. (4) Given the product [CH3:31][S:32]([N:21]1[CH2:20][CH2:19][CH:18]([C:16]2[S:15][CH:14]=[C:13]([C:11]([N:1]3[C@@H:10]4[C@@H:5]([CH2:6][CH2:7][CH2:8][CH2:9]4)[CH2:4][CH2:3][CH2:2]3)=[O:12])[CH:17]=2)[CH2:23][CH2:22]1)(=[O:34])=[O:33], predict the reactants needed to synthesize it. The reactants are: [N:1]1([C:11]([C:13]2[CH:17]=[C:16]([CH:18]3[CH2:23][CH2:22][NH:21][CH2:20][CH2:19]3)[S:15][CH:14]=2)=[O:12])[C@@H:10]2[C@@H:5]([CH2:6][CH2:7][CH2:8][CH2:9]2)[CH2:4][CH2:3][CH2:2]1.C(N(CC)CC)C.[CH3:31][S:32](Cl)(=[O:34])=[O:33]. (5) Given the product [C:18]([N:21]1[C:27]2[CH:28]=[CH:29][CH:30]=[CH:31][C:26]=2[CH2:25][CH2:24][C:23]2[CH:32]=[CH:33][C:34]([C:36]([OH:16])=[O:38])=[CH:35][C:22]1=2)(=[O:20])[CH3:19], predict the reactants needed to synthesize it. The reactants are: C1C2NC3C(=CC=CC=3)SC=2C=CC=1C(O)=[O:16].[C:18]([N:21]1[C:27]2[CH:28]=[CH:29][CH:30]=[CH:31][C:26]=2[CH2:25][CH2:24][C:23]2[CH:32]=[CH:33][C:34]([C:36](=[O:38])C)=[CH:35][C:22]1=2)(=[O:20])[CH3:19].